Dataset: Full USPTO retrosynthesis dataset with 1.9M reactions from patents (1976-2016). Task: Predict the reactants needed to synthesize the given product. (1) Given the product [B:13]([OH:18])([OH:14])[C:2]1[S:3][CH:4]=[CH:5][C:6]=1[CH3:7], predict the reactants needed to synthesize it. The reactants are: Br[C:2]1[S:3][CH:4]=[CH:5][C:6]=1[CH3:7].[Li]CCCC.[B:13](OC(C)C)([O:18]C(C)C)[O:14]C(C)C.Cl. (2) The reactants are: [N:1]1[N:5]2[CH2:6][CH2:7][CH2:8][CH2:9][C:4]2=[CH:3][C:2]=1[OH:10].[Cl:11]N1C(=O)CCC1=O.O. Given the product [Cl:11][C:3]1[C:2]([OH:10])=[N:1][N:5]2[CH2:6][CH2:7][CH2:8][CH2:9][C:4]=12, predict the reactants needed to synthesize it. (3) Given the product [NH2:21][C:3]1[C:4](=[O:20])[N:5]([CH2:12][C:13]2[CH:18]=[CH:17][C:16]([Cl:19])=[CH:15][CH:14]=2)[C:6](=[O:11])[N:7]([CH2:8][CH2:9][CH3:10])[C:2]=1[NH2:1], predict the reactants needed to synthesize it. The reactants are: [NH2:1][C:2]1[N:7]([CH2:8][CH2:9][CH3:10])[C:6](=[O:11])[N:5]([CH2:12][C:13]2[CH:18]=[CH:17][C:16]([Cl:19])=[CH:15][CH:14]=2)[C:4](=[O:20])[C:3]=1[N:21]=O.N.S(S([O-])=O)([O-])=O.[Na+].[Na+]. (4) Given the product [Cl:26][C:27]1[S:31][C:30](/[CH:32]=[CH:33]/[S:34]([NH:1][C@H:2]2[CH2:6][CH2:5][N:4]([C:7]3[CH:8]=[C:9]4[C:14](=[CH:15][C:16]=3[CH3:17])[CH2:13][N:12]([C:18]([O:20][C:21]([CH3:22])([CH3:24])[CH3:23])=[O:19])[CH2:11][CH2:10]4)[C:3]2=[O:25])(=[O:36])=[O:35])=[CH:29][CH:28]=1, predict the reactants needed to synthesize it. The reactants are: [NH2:1][C@H:2]1[CH2:6][CH2:5][N:4]([C:7]2[CH:8]=[C:9]3[C:14](=[CH:15][C:16]=2[CH3:17])[CH2:13][N:12]([C:18]([O:20][C:21]([CH3:24])([CH3:23])[CH3:22])=[O:19])[CH2:11][CH2:10]3)[C:3]1=[O:25].[Cl:26][C:27]1[S:31][C:30](/[CH:32]=[CH:33]/[S:34](Cl)(=[O:36])=[O:35])=[CH:29][CH:28]=1. (5) Given the product [CH3:34][C:31]1[S:30][C:29]([NH:28][C:26](=[O:27])[CH2:25][CH2:24][C@H:12]2[C@H:11]3[C@H:10]4[C@H:19]([CH2:18][CH2:17][C@:15]3([CH3:16])[C:14](=[O:23])[CH2:13]2)[C:20]2[C:7](=[CH:6][C:5]([C:3]([OH:4])=[O:2])=[CH:22][CH:21]=2)[CH2:8][CH2:9]4)=[N:33][CH:32]=1, predict the reactants needed to synthesize it. The reactants are: C[O:2][C:3]([C:5]1[CH:6]=[C:7]2[C:20](=[CH:21][CH:22]=1)[C@@H:19]1[C@H:10]([C@H:11]3[C@@:15]([CH2:17][CH2:18]1)([CH3:16])[C:14](=[O:23])[CH2:13][C@H:12]3[CH2:24][CH2:25][C:26]([NH:28][C:29]1[S:30][C:31]([CH3:34])=[CH:32][N:33]=1)=[O:27])[CH2:9][CH2:8]2)=[O:4].[Li+].[OH-].CO.